The task is: Predict the product of the given reaction.. This data is from Forward reaction prediction with 1.9M reactions from USPTO patents (1976-2016). Given the reactants [NH2:1][C@H:2]1[CH2:7][CH2:6][C@H:5]([CH2:8][C:9]([O:11][CH2:12]C)=[O:10])[CH2:4][CH2:3]1.C12CCC(C=C1)CC2C#N.[C:24](O[C:24]([O:26][C:27]([CH3:30])([CH3:29])[CH3:28])=[O:25])([O:26][C:27]([CH3:30])([CH3:29])[CH3:28])=[O:25].C(=O)(O)[O-].[Na+], predict the reaction product. The product is: [C:27]([O:26][C:24]([NH:1][C@H:2]1[CH2:3][CH2:4][C@H:5]([CH2:8][C:9]([O:11][CH3:12])=[O:10])[CH2:6][CH2:7]1)=[O:25])([CH3:30])([CH3:29])[CH3:28].